Task: Predict the product of the given reaction.. Dataset: Forward reaction prediction with 1.9M reactions from USPTO patents (1976-2016) (1) Given the reactants [C:1]1([C:7]2[CH:8]=[C:9]3[C:15]([CH3:17])([CH3:16])[C:14]([CH3:18])=[N:13][C:10]3=[N:11][CH:12]=2)[CH:6]=[CH:5][CH:4]=[CH:3][CH:2]=1.[CH3:19][O:20][CH2:21][CH2:22][O:23][CH2:24][Cl:25], predict the reaction product. The product is: [Cl-:25].[CH3:19][O:20][CH2:21][CH2:22][O:23][CH2:24][N:11]1[CH:12]=[C:7]([C:1]2[CH:2]=[CH:3][CH:4]=[CH:5][CH:6]=2)[CH:8]=[C:9]2[C:15]([CH3:17])([CH3:16])[CH:14]([CH3:18])[NH+:13]=[C:10]12. (2) Given the reactants Cl.[CH2:2]([N:9]1[CH2:14][CH2:13][C:12](=[O:15])[CH:11]([C:16]([O:18][CH2:19][CH3:20])=[O:17])[CH2:10]1)[C:3]1[CH:8]=[CH:7][CH:6]=[CH:5][CH:4]=1.C(=O)(O)[O-].[Na+], predict the reaction product. The product is: [CH2:2]([N:9]1[CH2:14][CH2:13][C:12](=[O:15])[CH:11]([C:16]([O:18][CH2:19][CH3:20])=[O:17])[CH2:10]1)[C:3]1[CH:4]=[CH:5][CH:6]=[CH:7][CH:8]=1. (3) Given the reactants [N:1]1[C:6]([N:7]2[C:12](=[O:13])[CH:11]=[CH:10][C:9]([C:14]#[N:15])=[CH:8]2)=[CH:5][CH:4]=[CH:3][C:2]=1[C:16]1[CH:21]=[CH:20][CH:19]=[CH:18][N:17]=1.S(=O)(=O)(O)O.[CH3:27][O:28][C:29]1[C:37]2[O:36][C:35]([CH3:39])([CH3:38])[CH2:34][C:33]=2[CH:32]=[C:31]([CH:40]=[C:41]([CH3:43])[CH3:42])[CH:30]=1.N, predict the reaction product. The product is: [N:1]1[C:6]([N:7]2[CH:8]=[C:9]([C:14]3[C:32]4[C:31](=[CH:30][C:29]([O:28][CH3:27])=[C:37]5[O:36][C:35]([CH3:39])([CH3:38])[CH2:34][C:33]5=4)[CH2:40][C:41]([CH3:43])([CH3:42])[N:15]=3)[CH:10]=[CH:11][C:12]2=[O:13])=[CH:5][CH:4]=[CH:3][C:2]=1[C:16]1[CH:21]=[CH:20][CH:19]=[CH:18][N:17]=1. (4) Given the reactants [Br:1][C:2]1[CH:7]=[CH:6][C:5]([NH:8][C:9]2[CH:14]=[C:13]([CH3:15])[C:12]([C:16](=O)[CH2:17]Br)=[C:11]([CH3:20])[CH:10]=2)=[CH:4][CH:3]=1.[NH2:21][C:22]([NH2:24])=[S:23], predict the reaction product. The product is: [Br:1][C:2]1[CH:7]=[CH:6][C:5]([NH:8][C:9]2[CH:14]=[C:13]([CH3:15])[C:12]([C:16]3[N:21]=[C:22]([NH2:24])[S:23][CH:17]=3)=[C:11]([CH3:20])[CH:10]=2)=[CH:4][CH:3]=1. (5) Given the reactants F[C:2]1[N:3](C)C(=O)C(NC2C=CC=CC=2)=C(SC)C=1C([O-])=O.Br[C:23]1[C:28](=[O:29])[N:27]([CH3:30])[C:26]([NH:31][C:32]2[CH:37]=[CH:36][C:35]([S:38][CH3:39])=[CH:34][C:33]=2[F:40])=[C:25]([C:41]([O:43][CH3:44])=[O:42])[CH:24]=1, predict the reaction product. The product is: [C:2]([C:23]1[C:28](=[O:29])[N:27]([CH3:30])[C:26]([NH:31][C:32]2[CH:37]=[CH:36][C:35]([S:38][CH3:39])=[CH:34][C:33]=2[F:40])=[C:25]([C:41]([O:43][CH3:44])=[O:42])[CH:24]=1)#[N:3]. (6) The product is: [Br:1][C:2]1[CH:10]=[C:9]2[C:5]([CH:6]=[C:7]([C:11]([N:13]3[CH2:18][CH2:17][S:16](=[O:20])(=[O:19])[CH2:15][CH2:14]3)=[O:12])[N:8]2[CH2:32][CH2:33][O:34][Si:35]([C:38]([CH3:41])([CH3:40])[CH3:39])([CH3:37])[CH3:36])=[CH:4][C:3]=1[O:21][CH:22]1[CH2:27][CH2:26][N:25]([CH:28]([CH3:30])[CH3:29])[CH2:24][CH2:23]1. Given the reactants [Br:1][C:2]1[CH:10]=[C:9]2[C:5]([CH:6]=[C:7]([C:11]([N:13]3[CH2:18][CH2:17][S:16](=[O:20])(=[O:19])[CH2:15][CH2:14]3)=[O:12])[NH:8]2)=[CH:4][C:3]=1[O:21][CH:22]1[CH2:27][CH2:26][N:25]([CH:28]([CH3:30])[CH3:29])[CH2:24][CH2:23]1.Br[CH2:32][CH2:33][O:34][Si:35]([C:38]([CH3:41])([CH3:40])[CH3:39])([CH3:37])[CH3:36], predict the reaction product.